The task is: Predict the reactants needed to synthesize the given product.. This data is from Full USPTO retrosynthesis dataset with 1.9M reactions from patents (1976-2016). (1) Given the product [C:15]([O:14][C:12]([N:8]1[CH2:9][CH2:10][CH2:11][C:6]([C:19]2[CH:24]=[N:23][CH:22]=[C:21]([Cl:25])[N:20]=2)([C:4]([OH:5])=[O:3])[CH2:7]1)=[O:13])([CH3:18])([CH3:16])[CH3:17], predict the reactants needed to synthesize it. The reactants are: C([O:3][C:4]([C:6]1([C:19]2[CH:24]=[N:23][CH:22]=[C:21]([Cl:25])[N:20]=2)[CH2:11][CH2:10][CH2:9][N:8]([C:12]([O:14][C:15]([CH3:18])([CH3:17])[CH3:16])=[O:13])[CH2:7]1)=[O:5])C. (2) Given the product [F:33][C:34]1[CH:39]=[C:38]([C:2]2[CH:3]=[CH:4][C:5]([N:8]3[CH:12]=[C:11]([C:13]([OH:16])([CH3:15])[CH3:14])[N:10]=[C:9]3[C:17]([C:20]3[CH:25]=[CH:24][CH:23]=[CH:22][C:21]=3[F:26])([CH3:19])[CH3:18])=[CH:6][CH:7]=2)[CH:37]=[C:36]([S:49]([CH3:52])(=[O:51])=[O:50])[C:35]=1[CH2:53][OH:54], predict the reactants needed to synthesize it. The reactants are: Br[C:2]1[CH:7]=[CH:6][C:5]([N:8]2[CH:12]=[C:11]([C:13]([OH:16])([CH3:15])[CH3:14])[N:10]=[C:9]2[C:17]([C:20]2[CH:25]=[CH:24][CH:23]=[CH:22][C:21]=2[F:26])([CH3:19])[CH3:18])=[CH:4][CH:3]=1.COCCOC.[F:33][C:34]1[CH:39]=[C:38](B2OC(C)(C)C(C)(C)O2)[CH:37]=[C:36]([S:49]([CH3:52])(=[O:51])=[O:50])[C:35]=1[CH2:53][OH:54].C(=O)([O-])[O-].[K+].[K+].